From a dataset of Full USPTO retrosynthesis dataset with 1.9M reactions from patents (1976-2016). Predict the reactants needed to synthesize the given product. (1) Given the product [F:49][C:50]([F:55])([F:54])[C:51]([OH:53])=[O:52].[NH2:8][C:9]1[CH:14]=[C:13]([CH2:15][C@H:16]2[C:19](=[O:20])[N:18]([C:21](=[O:31])[NH:22][C@@H:23]([C:25]3[CH:30]=[CH:29][CH:28]=[CH:27][CH:26]=3)[CH3:24])[C@@H:17]2[O:32][C:33]2[CH:34]=[CH:35][C:36]([C:37]([OH:39])=[O:38])=[CH:40][CH:41]=2)[CH:12]=[CH:11][N:10]=1, predict the reactants needed to synthesize it. The reactants are: C(OC([N:8](C(OC(C)(C)C)=O)[C:9]1[CH:14]=[C:13]([CH2:15][C@H:16]2[C:19](=[O:20])[N:18]([C:21](=[O:31])[NH:22][C@@H:23]([C:25]3[CH:30]=[CH:29][CH:28]=[CH:27][CH:26]=3)[CH3:24])[C@@H:17]2[O:32][C:33]2[CH:41]=[CH:40][C:36]([C:37]([OH:39])=[O:38])=[CH:35][CH:34]=2)[CH:12]=[CH:11][N:10]=1)=O)(C)(C)C.[F:49][C:50]([F:55])([F:54])[C:51]([OH:53])=[O:52]. (2) Given the product [Cl:34][C:18]1[CH:17]=[C:16]([CH3:21])[N:15]=[C:14]([C:7]2[C:8]3[C:9](=[N:10][CH:11]=[CH:12][CH:13]=3)[N:5]([CH2:4][C:3]3[CH:22]=[CH:23][CH:24]=[CH:25][C:2]=3[F:1])[N:6]=2)[N:19]=1, predict the reactants needed to synthesize it. The reactants are: [F:1][C:2]1[CH:25]=[CH:24][CH:23]=[CH:22][C:3]=1[CH2:4][N:5]1[C:9]2=[N:10][CH:11]=[CH:12][CH:13]=[C:8]2[C:7]([C:14]2[N:19]=[C:18](O)[CH:17]=[C:16]([CH3:21])[N:15]=2)=[N:6]1.C(=O)([O-])[O-].[Na+].[Na+].P(Cl)(Cl)([Cl:34])=O. (3) Given the product [F:31][C:14]([F:13])([F:30])[C:15]([CH2:6][C:7]1[CH:12]=[CH:11][CH:10]=[CH:9][N:8]=1)([OH:29])[CH2:16][C:17]([C:20]1[CH:25]=[C:24]([F:26])[CH:23]=[CH:22][C:21]=1[O:27][CH3:28])([CH3:19])[CH3:18], predict the reactants needed to synthesize it. The reactants are: C([Li])(C)(C)C.[CH3:6][C:7]1[CH:12]=[CH:11][CH:10]=[CH:9][N:8]=1.[F:13][C:14]([F:31])([F:30])[C:15](=[O:29])[CH2:16][C:17]([C:20]1[CH:25]=[C:24]([F:26])[CH:23]=[CH:22][C:21]=1[O:27][CH3:28])([CH3:19])[CH3:18].